Dataset: NCI-60 drug combinations with 297,098 pairs across 59 cell lines. Task: Regression. Given two drug SMILES strings and cell line genomic features, predict the synergy score measuring deviation from expected non-interaction effect. Drug 1: C1=CN(C(=O)N=C1N)C2C(C(C(O2)CO)O)O.Cl. Drug 2: CN(CCCl)CCCl.Cl. Cell line: A549. Synergy scores: CSS=45.4, Synergy_ZIP=1.80, Synergy_Bliss=1.80, Synergy_Loewe=-2.04, Synergy_HSA=3.47.